From a dataset of NCI-60 drug combinations with 297,098 pairs across 59 cell lines. Regression. Given two drug SMILES strings and cell line genomic features, predict the synergy score measuring deviation from expected non-interaction effect. (1) Drug 1: CC1=C(C(=CC=C1)Cl)NC(=O)C2=CN=C(S2)NC3=CC(=NC(=N3)C)N4CCN(CC4)CCO. Drug 2: CS(=O)(=O)OCCCCOS(=O)(=O)C. Cell line: UO-31. Synergy scores: CSS=8.91, Synergy_ZIP=-5.09, Synergy_Bliss=-3.82, Synergy_Loewe=-13.5, Synergy_HSA=-3.04. (2) Drug 1: CCCS(=O)(=O)NC1=C(C(=C(C=C1)F)C(=O)C2=CNC3=C2C=C(C=N3)C4=CC=C(C=C4)Cl)F. Drug 2: CC1C(C(CC(O1)OC2CC(OC(C2O)C)OC3=CC4=CC5=C(C(=O)C(C(C5)C(C(=O)C(C(C)O)O)OC)OC6CC(C(C(O6)C)O)OC7CC(C(C(O7)C)O)OC8CC(C(C(O8)C)O)(C)O)C(=C4C(=C3C)O)O)O)O. Cell line: M14. Synergy scores: CSS=41.5, Synergy_ZIP=10.5, Synergy_Bliss=10.0, Synergy_Loewe=8.14, Synergy_HSA=10.0. (3) Drug 1: CC1=C(C=C(C=C1)NC2=NC=CC(=N2)N(C)C3=CC4=NN(C(=C4C=C3)C)C)S(=O)(=O)N.Cl. Drug 2: C1CCN(CC1)CCOC2=CC=C(C=C2)C(=O)C3=C(SC4=C3C=CC(=C4)O)C5=CC=C(C=C5)O. Cell line: OVCAR-5. Synergy scores: CSS=4.21, Synergy_ZIP=1.87, Synergy_Bliss=8.00, Synergy_Loewe=5.23, Synergy_HSA=5.93. (4) Drug 1: CS(=O)(=O)C1=CC(=C(C=C1)C(=O)NC2=CC(=C(C=C2)Cl)C3=CC=CC=N3)Cl. Drug 2: CC(C)CN1C=NC2=C1C3=CC=CC=C3N=C2N. Cell line: MDA-MB-435. Synergy scores: CSS=-5.79, Synergy_ZIP=4.69, Synergy_Bliss=-0.184, Synergy_Loewe=-6.62, Synergy_HSA=-8.04. (5) Synergy scores: CSS=73.4, Synergy_ZIP=2.24, Synergy_Bliss=0.781, Synergy_Loewe=-2.07, Synergy_HSA=5.98. Drug 1: CCN(CC)CCNC(=O)C1=C(NC(=C1C)C=C2C3=C(C=CC(=C3)F)NC2=O)C. Cell line: NCIH23. Drug 2: CCC1(C2=C(COC1=O)C(=O)N3CC4=CC5=C(C=CC(=C5CN(C)C)O)N=C4C3=C2)O.